This data is from Forward reaction prediction with 1.9M reactions from USPTO patents (1976-2016). The task is: Predict the product of the given reaction. (1) Given the reactants [C:1]1([C:7]2[N:8]=[C:9]3[CH2:22][CH2:21][CH2:20][N:19]([C:23]([O:25][C:26]([CH3:29])([CH3:28])[CH3:27])=[O:24])[C:10]3=[N:11][C:12]=2[C:13]2[CH:18]=[CH:17][CH:16]=[CH:15][CH:14]=2)[CH:6]=[CH:5][CH:4]=[CH:3][CH:2]=1.C1C(=O)N([Br:37])C(=O)C1.C(OOC(=O)CCCCCCCCCCC)(=O)CCCCCCCCCCC, predict the reaction product. The product is: [Br:37][CH:22]1[C:9]2[C:10](=[N:11][C:12]([C:13]3[CH:18]=[CH:17][CH:16]=[CH:15][CH:14]=3)=[C:7]([C:1]3[CH:2]=[CH:3][CH:4]=[CH:5][CH:6]=3)[N:8]=2)[N:19]([C:23]([O:25][C:26]([CH3:29])([CH3:28])[CH3:27])=[O:24])[CH2:20][CH2:21]1. (2) Given the reactants [H-].[Na+].[Br:3][C:4]1[CH:12]=[C:11]2[C:7]([CH:8]=[CH:9][NH:10]2)=[CH:6][CH:5]=1.Cl[Si:14]([CH:21]([CH3:23])[CH3:22])([CH:18]([CH3:20])[CH3:19])[CH:15]([CH3:17])[CH3:16], predict the reaction product. The product is: [Br:3][C:4]1[CH:12]=[C:11]2[C:7]([CH:8]=[CH:9][N:10]2[Si:14]([CH:21]([CH3:23])[CH3:22])([CH:18]([CH3:20])[CH3:19])[CH:15]([CH3:17])[CH3:16])=[CH:6][CH:5]=1. (3) Given the reactants [Cl:1][C:2]1[CH:3]=[CH:4][C:5]([NH:8][C:9]([C:11]2[CH:23]=[CH:22][C:14]([C:15]([O:17]C(C)(C)C)=[O:16])=[CH:13][C:12]=2[NH:24][C:25]([C@H:27]2[CH2:32][CH2:31][C@H:30]([N:33]3[CH2:38][CH2:37][O:36][CH2:35][C:34]3=[O:39])[CH2:29][CH2:28]2)=[O:26])=[O:10])=[N:6][CH:7]=1.Cl.O1CCOCC1.C(OC(C)C)(C)C, predict the reaction product. The product is: [Cl:1][C:2]1[CH:3]=[CH:4][C:5]([NH:8][C:9]([C:11]2[CH:23]=[CH:22][C:14]([C:15]([OH:17])=[O:16])=[CH:13][C:12]=2[NH:24][C:25]([C@H:27]2[CH2:32][CH2:31][C@H:30]([N:33]3[CH2:38][CH2:37][O:36][CH2:35][C:34]3=[O:39])[CH2:29][CH2:28]2)=[O:26])=[O:10])=[N:6][CH:7]=1. (4) Given the reactants Br[C:2]1[S:6][C:5]([S:7]([N:10]2[CH2:15][CH2:14][NH:13][C@@H:12]([CH2:16][CH:17]3[CH2:22][CH2:21][O:20][CH2:19][CH2:18]3)[CH2:11]2)(=[O:9])=[O:8])=[CH:4][CH:3]=1.CC(C)([O-])C.[Na+].[C:29]1([C:35]([C:37]2[CH:42]=[CH:41][CH:40]=[CH:39][CH:38]=2)=[NH:36])[CH:34]=[CH:33][CH:32]=[CH:31][CH:30]=1, predict the reaction product. The product is: [C:37]1([C:35]([C:29]2[CH:30]=[CH:31][CH:32]=[CH:33][CH:34]=2)=[N:36][C:2]2[S:6][C:5]([S:7]([N:10]3[CH2:15][CH2:14][NH:13][C@@H:12]([CH2:16][CH:17]4[CH2:22][CH2:21][O:20][CH2:19][CH2:18]4)[CH2:11]3)(=[O:9])=[O:8])=[CH:4][CH:3]=2)[CH:38]=[CH:39][CH:40]=[CH:41][CH:42]=1. (5) Given the reactants C([O:8][C:9]1[C:27]([O:28][CH3:29])=[CH:26][C:12]([C:13]([N:15]2[C:19]3[CH:20]=[CH:21][CH:22]=[CH:23][C:18]=3[S:17](=[O:25])(=[O:24])[CH2:16]2)=[O:14])=[CH:11][C:10]=1[Cl:30])C1C=CC=CC=1, predict the reaction product. The product is: [Cl:30][C:10]1[CH:11]=[C:12]([CH:26]=[C:27]([O:28][CH3:29])[C:9]=1[OH:8])[C:13]([N:15]1[C:19]2[CH:20]=[CH:21][CH:22]=[CH:23][C:18]=2[S:17](=[O:24])(=[O:25])[CH2:16]1)=[O:14]. (6) Given the reactants [CH3:1][O:2][C:3](=[O:31])[CH2:4][CH2:5][CH2:6][CH2:7][O:8][C:9]1[C:10]([NH2:30])=[CH:11][C:12]2[N:16]=[C:15]([C:17]3[CH:22]=[CH:21][CH:20]=[CH:19][CH:18]=3)[N:14]([C:23]3[CH:28]=[CH:27][CH:26]=[CH:25][CH:24]=3)[C:13]=2[CH:29]=1.[Cl:32][C:33]1[CH:38]=[CH:37][C:36]([S:39](Cl)(=[O:41])=[O:40])=[CH:35][CH:34]=1, predict the reaction product. The product is: [CH3:1][O:2][C:3](=[O:31])[CH2:4][CH2:5][CH2:6][CH2:7][O:8][C:9]1[C:10]([NH:30][S:39]([C:36]2[CH:37]=[CH:38][C:33]([Cl:32])=[CH:34][CH:35]=2)(=[O:41])=[O:40])=[CH:11][C:12]2[N:16]=[C:15]([C:17]3[CH:22]=[CH:21][CH:20]=[CH:19][CH:18]=3)[N:14]([C:23]3[CH:28]=[CH:27][CH:26]=[CH:25][CH:24]=3)[C:13]=2[CH:29]=1. (7) Given the reactants [CH3:1][C:2]1[S:6][C:5]([C:7]([OH:9])=[O:8])=[CH:4][C:3]=1[N+:10]([O-:12])=[O:11].S(=O)(=O)(O)O.O.[CH3:19]O, predict the reaction product. The product is: [CH3:1][C:2]1[S:6][C:5]([C:7]([O:9][CH3:19])=[O:8])=[CH:4][C:3]=1[N+:10]([O-:12])=[O:11]. (8) Given the reactants [Cl:1][C:2]1[C:3]2[N:21]=[C:20]([N:22]3[CH2:27][CH2:26][O:25][C@@H:24]4[CH2:28][CH2:29][CH2:30][C@@H:23]34)[N:19]([CH2:31][C@H:32]3[CH2:37][CH2:36][C@H:35]([CH3:38])[CH2:34][CH2:33]3)[C:4]=2[C:5]([C:12]2[CH:13]=[N:14][CH:15]=[C:16]([Cl:18])[CH:17]=2)=[N:6][C:7]=1[C:8](=[N:10][OH:11])[NH2:9].[C:39](N1C=CN=C1)(N1C=CN=C1)=[O:40].N12CCCN=C1CCCCC2, predict the reaction product. The product is: [Cl:1][C:2]1[C:3]2[N:21]=[C:20]([N:22]3[CH2:27][CH2:26][O:25][C@@H:24]4[CH2:28][CH2:29][CH2:30][C@@H:23]34)[N:19]([CH2:31][C@H:32]3[CH2:33][CH2:34][C@H:35]([CH3:38])[CH2:36][CH2:37]3)[C:4]=2[C:5]([C:12]2[CH:13]=[N:14][CH:15]=[C:16]([Cl:18])[CH:17]=2)=[N:6][C:7]=1[C:8]1[NH:9][C:39](=[O:40])[O:11][N:10]=1. (9) Given the reactants [Br:1][C:2]1[CH:3]=[N:4][C:5]([OH:8])=[N:6][CH:7]=1.[CH:9]([C:12]1[N:16]=[C:15]([N:17]2[CH2:22][CH2:21][CH:20]([C@H:23]([CH3:27])[CH2:24][CH2:25]O)[CH2:19][CH2:18]2)[O:14][N:13]=1)([CH3:11])[CH3:10].N(C(OCC)=O)=NC(OCC)=O.C1(P(C2C=CC=CC=2)C2C=CC=CC=2)C=CC=CC=1, predict the reaction product. The product is: [Br:1][C:2]1[CH:3]=[N:4][C:5]([O:8][CH2:25][CH2:24][C@H:23]([CH:20]2[CH2:21][CH2:22][N:17]([C:15]3[O:14][N:13]=[C:12]([CH:9]([CH3:10])[CH3:11])[N:16]=3)[CH2:18][CH2:19]2)[CH3:27])=[N:6][CH:7]=1. (10) Given the reactants [C:1]([O:5][C:6]([NH:8][CH2:9][CH2:10][C:11]1[CH:21]=[CH:20][C:14]([C:15]([O:17][CH2:18][CH3:19])=[O:16])=[CH:13][CH:12]=1)=[O:7])([CH3:4])([CH3:3])[CH3:2].[CH3:22][Si]([N-][Si](C)(C)C)(C)C.[Na+].S(OC)(OC)(=O)=O, predict the reaction product. The product is: [C:1]([O:5][C:6]([N:8]([CH3:22])[CH2:9][CH2:10][C:11]1[CH:21]=[CH:20][C:14]([C:15]([O:17][CH2:18][CH3:19])=[O:16])=[CH:13][CH:12]=1)=[O:7])([CH3:2])([CH3:3])[CH3:4].